This data is from NCI-60 drug combinations with 297,098 pairs across 59 cell lines. The task is: Regression. Given two drug SMILES strings and cell line genomic features, predict the synergy score measuring deviation from expected non-interaction effect. (1) Drug 1: CC1=C(N=C(N=C1N)C(CC(=O)N)NCC(C(=O)N)N)C(=O)NC(C(C2=CN=CN2)OC3C(C(C(C(O3)CO)O)O)OC4C(C(C(C(O4)CO)O)OC(=O)N)O)C(=O)NC(C)C(C(C)C(=O)NC(C(C)O)C(=O)NCCC5=NC(=CS5)C6=NC(=CS6)C(=O)NCCC[S+](C)C)O. Drug 2: CC(C)NC(=O)C1=CC=C(C=C1)CNNC.Cl. Cell line: U251. Synergy scores: CSS=41.3, Synergy_ZIP=1.90, Synergy_Bliss=1.25, Synergy_Loewe=-22.9, Synergy_HSA=0.629. (2) Drug 1: C(CC(=O)O)C(=O)CN.Cl. Drug 2: B(C(CC(C)C)NC(=O)C(CC1=CC=CC=C1)NC(=O)C2=NC=CN=C2)(O)O. Cell line: HT29. Synergy scores: CSS=21.9, Synergy_ZIP=-1.37, Synergy_Bliss=0.818, Synergy_Loewe=-51.0, Synergy_HSA=-0.695. (3) Drug 1: CCCCC(=O)OCC(=O)C1(CC(C2=C(C1)C(=C3C(=C2O)C(=O)C4=C(C3=O)C=CC=C4OC)O)OC5CC(C(C(O5)C)O)NC(=O)C(F)(F)F)O. Drug 2: COCCOC1=C(C=C2C(=C1)C(=NC=N2)NC3=CC=CC(=C3)C#C)OCCOC.Cl. Cell line: M14. Synergy scores: CSS=65.1, Synergy_ZIP=9.86, Synergy_Bliss=11.1, Synergy_Loewe=6.50, Synergy_HSA=9.68. (4) Cell line: TK-10. Drug 1: CN(C)C1=NC(=NC(=N1)N(C)C)N(C)C. Drug 2: COC1=C2C(=CC3=C1OC=C3)C=CC(=O)O2. Synergy scores: CSS=-2.29, Synergy_ZIP=1.36, Synergy_Bliss=1.09, Synergy_Loewe=-4.92, Synergy_HSA=-3.36. (5) Drug 1: CC1=CC2C(CCC3(C2CCC3(C(=O)C)OC(=O)C)C)C4(C1=CC(=O)CC4)C. Drug 2: CN1C2=C(C=C(C=C2)N(CCCl)CCCl)N=C1CCCC(=O)O.Cl. Cell line: NCIH23. Synergy scores: CSS=4.79, Synergy_ZIP=-0.608, Synergy_Bliss=0.842, Synergy_Loewe=-4.42, Synergy_HSA=-1.71.